Dataset: Forward reaction prediction with 1.9M reactions from USPTO patents (1976-2016). Task: Predict the product of the given reaction. (1) Given the reactants Cl[C:2]1[C:20]([N+:21]([O-:23])=[O:22])=[CH:19][C:5]([C:6]([NH:8][C@H:9]2[CH2:14][CH2:13][C@H:12]([C:15]([F:18])([F:17])[F:16])[CH2:11][CH2:10]2)=[O:7])=[C:4]([O:24][CH2:25][CH:26]([F:28])[F:27])[N:3]=1.[CH3:29][NH2:30], predict the reaction product. The product is: [F:27][CH:26]([F:28])[CH2:25][O:24][C:4]1[N:3]=[C:2]([NH:30][CH3:29])[C:20]([N+:21]([O-:23])=[O:22])=[CH:19][C:5]=1[C:6]([NH:8][C@H:9]1[CH2:14][CH2:13][C@H:12]([C:15]([F:18])([F:17])[F:16])[CH2:11][CH2:10]1)=[O:7]. (2) Given the reactants C([N:4]([C@@H:14]([C:16]1[CH:21]=[CH:20][CH:19]=[CH:18][CH:17]=1)[CH3:15])[C:5](=[O:13])[CH2:6][CH2:7][CH2:8][CH2:9][CH2:10][CH2:11][CH3:12])C=C.[C:22]([Mg]Cl)(C)([CH3:24])[CH3:23].[C:28](Cl)(=[O:33])[O:29][CH:30]([CH3:32])[CH3:31].Cl, predict the reaction product. The product is: [CH:30]([O:29][C:28]([N:4]([C@@H:14]([C:16]1[CH:17]=[CH:18][CH:19]=[CH:20][CH:21]=1)[CH3:15])[C:5](=[O:13])[CH:6]([CH2:24][CH:22]=[CH2:23])[CH2:7][CH2:8][CH2:9][CH2:10][CH2:11][CH3:12])=[O:33])([CH3:32])[CH3:31]. (3) Given the reactants [CH:1]12[CH2:10][CH:5]3[CH2:6][CH:7]([CH2:9][CH:3]([CH2:4]3)[CH:2]1[N:11]1[C:14](=[O:15])[C:13]([CH3:17])([CH3:16])[NH:12]1)[CH2:8]2.CC(C)([O-])C.[Na+].Br[C:25]1[CH:30]=[CH:29][CH:28]=[CH:27][CH:26]=1.O, predict the reaction product. The product is: [CH3:16][C:13]1([CH3:17])[N:12]([C:25]2[CH:30]=[CH:29][CH:28]=[CH:27][CH:26]=2)[N:11]([CH:2]2[CH:3]3[CH2:4][CH:5]4[CH2:6][CH:7]([CH2:8][CH:1]2[CH2:10]4)[CH2:9]3)[C:14]1=[O:15]. (4) Given the reactants [CH3:1][O:2][C:3]1[CH:4]=[C:5]([C:11](=NNS(C2C=CC(C)=CC=2)(=O)=O)[CH2:12][C:13]2[CH:18]=[CH:17][C:16]3[O:19][CH2:20][O:21][C:15]=3[CH:14]=2)[CH:6]=[C:7]([O:9][CH3:10])[CH:8]=1.CC(C)([O-])C.[K+].C1(C)C=CC=CC=1, predict the reaction product. The product is: [CH3:10][O:9][C:7]1[CH:6]=[C:5](/[CH:11]=[CH:12]/[C:13]2[CH:18]=[CH:17][C:16]3[O:19][CH2:20][O:21][C:15]=3[CH:14]=2)[CH:4]=[C:3]([O:2][CH3:1])[CH:8]=1. (5) Given the reactants CC1(C)[O:6][CH:5]([C:7]2[CH:8]=[CH:9][C:10]([C:13](=O)[CH2:14][CH2:15][C:16](=O)[CH:17]([C:25]3[CH:30]=[CH:29][C:28]([S:31][CH3:32])=[C:27]([F:33])[CH:26]=3)[CH2:18][CH:19]3[CH2:24][CH2:23][O:22][CH2:21][CH2:20]3)=[N:11][CH:12]=2)[CH2:4][O:3]1.C([O-])(=O)C.[NH4+:41].Cl, predict the reaction product. The product is: [F:33][C:27]1[CH:26]=[C:25]([CH:17]([C:16]2[NH:41][C:13]([C:10]3[N:11]=[CH:12][C:7]([CH:5]([OH:6])[CH2:4][OH:3])=[CH:8][CH:9]=3)=[CH:14][CH:15]=2)[CH2:18][CH:19]2[CH2:24][CH2:23][O:22][CH2:21][CH2:20]2)[CH:30]=[CH:29][C:28]=1[S:31][CH3:32]. (6) Given the reactants [F:1][C:2]1[CH:8]=[C:7]([CH:9]2[CH2:18][CH2:17][C:12]3([O:16]CCO3)[CH2:11][CH2:10]2)[C:6]([CH3:19])=[CH:5][C:3]=1[NH2:4].Cl[C:21]1[N:26]=[C:25]([NH:27][C:28]2[CH:32]=[C:31]([CH3:33])[NH:30][N:29]=2)[C:24]([C:34]([F:37])([F:36])[F:35])=[CH:23][N:22]=1.Cl.CO, predict the reaction product. The product is: [F:1][C:2]1[C:3]([NH:4][C:21]2[N:26]=[C:25]([NH:27][C:28]3[CH:32]=[C:31]([CH3:33])[NH:30][N:29]=3)[C:24]([C:34]([F:35])([F:37])[F:36])=[CH:23][N:22]=2)=[CH:5][C:6]([CH3:19])=[C:7]([CH:9]2[CH2:10][CH2:11][C:12](=[O:16])[CH2:17][CH2:18]2)[CH:8]=1. (7) Given the reactants [C:1]([C:5]1[N:9]([CH2:10][CH:11]2[CH2:16][CH2:15][O:14][CH2:13][CH2:12]2)[C:8]2[CH:17]=[CH:18][C:19]([S:21](Cl)(=[O:23])=[O:22])=[CH:20][C:7]=2[N:6]=1)([CH3:4])([CH3:3])[CH3:2].[CH:25]1([C:28]2[CH:32]=[CH:31][NH:30][N:29]=2)[CH2:27][CH2:26]1, predict the reaction product. The product is: [C:1]([C:5]1[N:9]([CH2:10][CH:11]2[CH2:16][CH2:15][O:14][CH2:13][CH2:12]2)[C:8]2[CH:17]=[CH:18][C:19]([S:21]([N:30]3[CH:31]=[CH:32][C:28]([CH:25]4[CH2:27][CH2:26]4)=[N:29]3)(=[O:23])=[O:22])=[CH:20][C:7]=2[N:6]=1)([CH3:4])([CH3:3])[CH3:2].